The task is: Predict the reactants needed to synthesize the given product.. This data is from Full USPTO retrosynthesis dataset with 1.9M reactions from patents (1976-2016). (1) Given the product [C:1]([C:5]1[CH:6]=[CH:7][C:8]([CH2:11][NH:12][C:13]([NH:15][C:16]2[CH:25]=[CH:24][CH:23]=[C:22]3[C:17]=2[CH:18]=[C:19]([CH3:27])[N:20]=[C:21]3[CH3:26])=[O:14])=[CH:9][CH:10]=1)([CH3:4])([CH3:2])[CH3:3], predict the reactants needed to synthesize it. The reactants are: [C:1]([C:5]1[CH:10]=[CH:9][C:8]([CH2:11][N:12]=[C:13]=[O:14])=[CH:7][CH:6]=1)([CH3:4])([CH3:3])[CH3:2].[NH2:15][C:16]1[CH:25]=[CH:24][CH:23]=[C:22]2[C:17]=1[CH:18]=[C:19]([CH3:27])[N:20]=[C:21]2[CH3:26].CCN(C(C)C)C(C)C. (2) Given the product [Cl:1][C:2]1[N:3]=[CH:4][C:5]([C:8]([N:22]2[CH2:23][CH:20]([O:19][CH3:18])[CH2:21]2)=[O:10])=[N:6][CH:7]=1, predict the reactants needed to synthesize it. The reactants are: [Cl:1][C:2]1[N:3]=[CH:4][C:5]([C:8]([OH:10])=O)=[N:6][CH:7]=1.C(Cl)(=O)C(Cl)=O.Cl.[CH3:18][O:19][CH:20]1[CH2:23][NH:22][CH2:21]1.CCN(C(C)C)C(C)C. (3) Given the product [CH2:32]([O:31][C:29]([C:2]1[N:7]=[C:6]2[N:8]([CH2:11][C:12]3[C:13]([F:23])=[C:14]4[C:19](=[CH:20][C:21]=3[F:22])[N:18]=[CH:17][CH:16]=[CH:15]4)[N:9]=[N:10][C:5]2=[N:4][CH:3]=1)=[CH2:30])[CH3:33], predict the reactants needed to synthesize it. The reactants are: Br[C:2]1[N:7]=[C:6]2[N:8]([CH2:11][C:12]3[C:13]([F:23])=[C:14]4[C:19](=[CH:20][C:21]=3[F:22])[N:18]=[CH:17][CH:16]=[CH:15]4)[N:9]=[N:10][C:5]2=[N:4][CH:3]=1.C([Sn](CCCC)(CCCC)[C:29]([O:31][CH2:32][CH3:33])=[CH2:30])CCC. (4) Given the product [CH3:4][C:3]([CH3:14])([O:5][N:6]=[C:7]1[CH2:8][CH2:9][CH:10]([NH:13][C:16](=[O:17])[O:18][C:19]2[CH:20]=[CH:21][C:22]([N+:25]([O-:27])=[O:26])=[CH:23][CH:24]=2)[CH2:11][CH2:12]1)[CH3:2], predict the reactants needed to synthesize it. The reactants are: Cl.[CH3:2][C:3]([CH3:14])([O:5][N:6]=[C:7]1[CH2:12][CH2:11][CH:10]([NH2:13])[CH2:9][CH2:8]1)[CH3:4].Cl[C:16]([O:18][C:19]1[CH:24]=[CH:23][C:22]([N+:25]([O-:27])=[O:26])=[CH:21][CH:20]=1)=[O:17].C(N(C(C)C)CC)(C)C. (5) Given the product [BrH:12].[C:1]([O:7][CH2:8][CH2:9][CH2:10][CH2:11][S:15][C:14](=[NH:13])[NH2:16])(=[O:6])[C:2]([CH3:5])([CH3:4])[CH3:3], predict the reactants needed to synthesize it. The reactants are: [C:1]([O:7][CH2:8][CH2:9][CH2:10][CH2:11][Br:12])(=[O:6])[C:2]([CH3:5])([CH3:4])[CH3:3].[NH2:13][C:14]([NH2:16])=[S:15]. (6) Given the product [Br-:35].[C:1]([O:5][C:6]([N:8]1[C:16]2[CH:15]=[CH:14][N+:13]([CH:27]([C:28]3[CH:33]=[CH:32][CH:31]=[CH:30][C:29]=3[Cl:34])[CH2:26][CH2:25][CH2:24][CH2:23][CH2:22][CH:21]([CH3:20])[CH3:36])=[CH:12][C:11]=2[CH:10]=[CH:9]1)=[O:7])([CH3:4])([CH3:2])[CH3:3], predict the reactants needed to synthesize it. The reactants are: [C:1]([O:5][C:6]([N:8]1[C:16]2[CH:15]=[CH:14][N:13]=[CH:12][C:11]=2[CH:10]=[CH:9]1)=[O:7])([CH3:4])([CH3:3])[CH3:2].C(O[C:20](=O)[C:21](C)([CH3:36])[CH2:22][CH2:23][CH2:24][CH2:25][CH2:26][CH:27]([Br:35])[C:28]1[CH:33]=[CH:32][CH:31]=[CH:30][C:29]=1[Cl:34])C. (7) Given the product [I:8][C:5]1[CH:6]=[CH:7][C:2]([N:9]2[CH2:12][CH:11]([OH:13])[CH2:10]2)=[CH:3][CH:4]=1, predict the reactants needed to synthesize it. The reactants are: I[C:2]1[CH:7]=[CH:6][C:5]([I:8])=[CH:4][CH:3]=1.[NH:9]1[CH2:12][CH:11]([OH:13])[CH2:10]1.C1C=CC2C(C3C(O)=CC=C4C=3C=CC=C4)=C(O)C=CC=2C=1.[O-]P([O-])([O-])=O.[K+].[K+].[K+]. (8) Given the product [O:13]([CH2:1][CH2:29][CH2:30][SH:50]1[CH:51]=[C:52]([C:54]([O:56][CH2:57][CH3:58])=[O:55])[N:53]=[C:49]1[C:46]1[CH:47]=[C:48]2[C:43]([CH2:42][CH2:41][CH2:40][NH:39]2)=[CH:44][CH:45]=1)[C:7]1[CH:12]=[CH:11][CH:10]=[CH:9][CH:8]=1, predict the reactants needed to synthesize it. The reactants are: [C:1]([O-])([O-])=O.[K+].[K+].[C:7]1([OH:13])[CH:12]=[CH:11][CH:10]=[CH:9][CH:8]=1.C1O[CH2:30][CH2:29]OCCOCCOCCOCCOC1.C(OC([N:39]1[C:48]2[C:43](=[CH:44][CH:45]=[C:46]([C:49]3[S:50][C:51](CCCI)=[C:52]([C:54]([O:56][CH2:57][CH3:58])=[O:55])[N:53]=3)[CH:47]=2)[CH2:42][CH2:41][CH2:40]1)=O)(C)(C)C.[H-].[Na+].